This data is from Forward reaction prediction with 1.9M reactions from USPTO patents (1976-2016). The task is: Predict the product of the given reaction. (1) Given the reactants [Cl:1][C:2]1[C:3]([CH3:29])=[C:4]([CH2:8][N:9]([C:16]2[N:17]=[C:18]([N:23]3[CH2:28][CH2:27][O:26][CH2:25][CH2:24]3)[S:19][C:20]=2[C:21]#[N:22])[C:10](=O)[CH2:11][N:12]([CH3:14])[CH3:13])[CH:5]=[CH:6][CH:7]=1.B1([O-])O[O:31]1.O.O.O.O.[Na+], predict the reaction product. The product is: [Cl:1][C:2]1[C:3]([CH3:29])=[C:4]([CH2:8][N:9]2[C:16]3[N:17]=[C:18]([N:23]4[CH2:24][CH2:25][O:26][CH2:27][CH2:28]4)[S:19][C:20]=3[C:21](=[O:31])[N:22]=[C:10]2[CH2:11][N:12]([CH3:13])[CH3:14])[CH:5]=[CH:6][CH:7]=1. (2) Given the reactants [CH2:1]([S:8][C:9]1[CH:10]=[CH:11][C:12]([NH:22][C:23]2[CH:28]=[C:27]([Cl:29])[C:26]([Br:30])=[CH:25][C:24]=2[O:31][CH3:32])=[C:13](/[CH:15]=[CH:16]/[C:17](OCC)=[O:18])[CH:14]=1)[C:2]1[CH:7]=[CH:6][CH:5]=[CH:4][CH:3]=1.C[O-].[Na+], predict the reaction product. The product is: [CH2:1]([S:8][C:9]1[CH:14]=[C:13]2[C:12](=[CH:11][CH:10]=1)[N:22]([C:23]1[CH:28]=[C:27]([Cl:29])[C:26]([Br:30])=[CH:25][C:24]=1[O:31][CH3:32])[C:17](=[O:18])[CH:16]=[CH:15]2)[C:2]1[CH:3]=[CH:4][CH:5]=[CH:6][CH:7]=1. (3) Given the reactants C([O:5][C:6]([CH:8]1[NH:12][CH:11]([CH2:13][C:14]([CH3:17])([CH3:16])[CH3:15])[C:10]2([C:25]3[C:20](=[CH:21][C:22]([Cl:26])=[CH:23][CH:24]=3)[NH:19][C:18]2=[O:27])[CH:9]1[C:28]1[CH:33]=[CH:32][CH:31]=[C:30]([Br:34])[C:29]=1[F:35])=[O:7])(C)(C)C.[F:36][C:37]([F:42])([F:41])[C:38]([OH:40])=[O:39], predict the reaction product. The product is: [F:36][C:37]([F:42])([F:41])[C:38]([OH:40])=[O:39].[Br:34][C:30]1[C:29]([F:35])=[C:28]([CH:9]2[CH:8]([C:6]([OH:7])=[O:5])[NH:12][CH:11]([CH2:13][C:14]([CH3:17])([CH3:16])[CH3:15])[C:10]32[C:25]2[C:20](=[CH:21][C:22]([Cl:26])=[CH:23][CH:24]=2)[NH:19][C:18]3=[O:27])[CH:33]=[CH:32][CH:31]=1. (4) The product is: [C:27]([OH:26])(=[O:28])[C:29]1[CH:5]=[CH:4][CH:3]=[CH:2][CH:1]=1. Given the reactants [C:1](O)(=O)/[CH:2]=[CH:3]/[C:4]1C=CC=C[CH:5]=1.OOS([O-])=O.[K+].[O-]S([O-])=O.[Na+].[Na+].CC[O:26][C:27]([CH3:29])=[O:28], predict the reaction product. (5) The product is: [C:18]([O:17][C:15]([N:1]1[CH2:2][CH2:3][C:4]([C:7]([O:9][CH3:10])=[O:8])([C:11]([OH:13])=[O:12])[CH2:5][CH2:6]1)=[O:16])([CH3:21])([CH3:20])[CH3:19]. Given the reactants [N:1]1([C:15]([O:17][C:18]([CH3:21])([CH3:20])[CH3:19])=[O:16])[CH2:6][CH2:5][C:4]([C:11]([O:13]C)=[O:12])([C:7]([O:9][CH3:10])=[O:8])[CH2:3][CH2:2]1.[Li+].[OH-].Cl, predict the reaction product. (6) Given the reactants I[C:2]1[C:3]([CH3:8])=[N:4][O:5][C:6]=1[CH3:7].[NH2:9][C:10]1[CH:11]=[C:12](B(O)O)[CH:13]=[CH:14][CH:15]=1.C([O-])([O-])=O.[Na+].[Na+], predict the reaction product. The product is: [CH3:8][C:3]1[C:2]([C:14]2[CH:15]=[C:10]([CH:11]=[CH:12][CH:13]=2)[NH2:9])=[C:6]([CH3:7])[O:5][N:4]=1. (7) Given the reactants [CH2:1]([O:8][C:9]1[CH:14]=[C:13]([N+:15]([O-])=O)[C:12]([C:18]([F:21])([F:20])[F:19])=[CH:11][C:10]=1[CH:22]1[CH2:26][CH2:25][CH2:24][CH2:23]1)[C:2]1[CH:7]=[CH:6][CH:5]=[CH:4][CH:3]=1.Cl, predict the reaction product. The product is: [CH2:1]([O:8][C:9]1[C:10]([CH:22]2[CH2:26][CH2:25][CH2:24][CH2:23]2)=[CH:11][C:12]([C:18]([F:21])([F:19])[F:20])=[C:13]([CH:14]=1)[NH2:15])[C:2]1[CH:3]=[CH:4][CH:5]=[CH:6][CH:7]=1.